From a dataset of Peptide-MHC class I binding affinity with 185,985 pairs from IEDB/IMGT. Regression. Given a peptide amino acid sequence and an MHC pseudo amino acid sequence, predict their binding affinity value. This is MHC class I binding data. (1) The peptide sequence is CLVTRHADV. The MHC is HLA-A02:01 with pseudo-sequence HLA-A02:01. The binding affinity (normalized) is 0.165. (2) The peptide sequence is SHYSHNPKL. The MHC is HLA-B18:01 with pseudo-sequence HLA-B18:01. The binding affinity (normalized) is 0.0847. (3) The peptide sequence is ALVEICTEMEK. The MHC is HLA-A30:02 with pseudo-sequence HLA-A30:02. The binding affinity (normalized) is 0. (4) The peptide sequence is IIMRRFFYF. The MHC is HLA-B15:42 with pseudo-sequence HLA-B15:42. The binding affinity (normalized) is 0.213. (5) The peptide sequence is NSGPDDQIGY. The MHC is HLA-A26:01 with pseudo-sequence HLA-A26:01. The binding affinity (normalized) is 0.165.